From a dataset of Reaction yield outcomes from USPTO patents with 853,638 reactions. Predict the reaction yield, written as a fraction of the theoretical maximum amount of product (1.0 means a 100% yield; for example, 0.34 means a 34% yield). The reactants are [CH:1]([N-]C(C)C)(C)C.[Li+].[C:9]([O:13][C:14]([N:16]1[CH2:24][CH:23]2[CH:18]([CH2:19][CH2:20][CH2:21][CH2:22]2)[C:17]1=[O:25])=[O:15])([CH3:12])([CH3:11])[CH3:10].IC.O. The catalyst is C1COCC1. The product is [C:9]([O:13][C:14]([N:16]1[C:17](=[O:25])[C:18]2([CH3:1])[CH:23]([CH2:22][CH2:21][CH2:20][CH2:19]2)[CH2:24]1)=[O:15])([CH3:12])([CH3:10])[CH3:11]. The yield is 0.470.